From a dataset of Catalyst prediction with 721,799 reactions and 888 catalyst types from USPTO. Predict which catalyst facilitates the given reaction. (1) Reactant: [C:1]([O:5][C:6]([N:8]1[CH2:13][CH2:12][CH2:11][CH:10]([C:14]([OH:16])=[O:15])[CH2:9]1)=[O:7])([CH3:4])([CH3:3])[CH3:2].C(=O)([O-])[O-].[K+].[K+].Br[C:24]([F:28])([F:27])[CH:25]=[CH2:26].O. Product: [F:27][C:24]([F:28])=[CH:25][CH2:26][O:15][C:14]([CH:10]1[CH2:11][CH2:12][CH2:13][N:8]([C:6]([O:5][C:1]([CH3:4])([CH3:2])[CH3:3])=[O:7])[CH2:9]1)=[O:16]. The catalyst class is: 9. (2) Reactant: Br[C:2]1[CH:3]=[C:4]([O:11][CH3:12])[CH:5]=[C:6]2[C:10]=1[NH:9][N:8]=[CH:7]2.[H-].[Na+].C([Li])(C)(C)C.CN(C)[CH:22]=[O:23]. Product: [CH3:12][O:11][C:4]1[CH:5]=[C:6]2[C:10](=[C:2]([CH:22]=[O:23])[CH:3]=1)[NH:9][N:8]=[CH:7]2. The catalyst class is: 7. (3) Product: [F:7][C:8]1[CH:13]=[CH:12][CH:11]=[CH:10][C:9]=1[O:14][C:3](=[O:4])[CH:2]([CH3:6])[CH3:1]. Reactant: [CH3:1][CH:2]([CH3:6])[C:3](Cl)=[O:4].[F:7][C:8]1[CH:13]=[CH:12][CH:11]=[CH:10][C:9]=1[OH:14].Cl. The catalyst class is: 272. (4) Reactant: [C:1](SCC)(=[S:3])[CH3:2].[F-].[Na+].[F:9][C:10]1[CH:11]=[C:12]([N:24]2[CH2:28][C@H:27]([CH2:29][NH2:30])[O:26][C:25]2=[O:31])[CH:13]=[CH:14][C:15]=1[CH:16]1[CH2:21][CH2:20][S:19](=[O:23])(=[O:22])[CH2:18][CH2:17]1.[OH-].[K+]. Product: [F:9][C:10]1[CH:11]=[C:12]([N:24]2[CH2:28][C@H:27]([CH2:29][NH:30][C:1](=[S:3])[CH3:2])[O:26][C:25]2=[O:31])[CH:13]=[CH:14][C:15]=1[CH:16]1[CH2:17][CH2:18][S:19](=[O:22])(=[O:23])[CH2:20][CH2:21]1. The catalyst class is: 511. (5) Reactant: [CH2:1]([O:8][C:9]1[CH:10]=[CH:11][C:12]([CH3:17])=[C:13]([CH:16]=1)[CH:14]=O)[C:2]1[CH:7]=[CH:6][CH:5]=[CH:4][CH:3]=1.C(O)(=O)[CH2:19][C:20]([OH:22])=[O:21].N1CCCCC1. Product: [CH2:1]([O:8][C:9]1[CH:10]=[CH:11][C:12]([CH3:17])=[C:13](/[CH:14]=[CH:19]/[C:20]([OH:22])=[O:21])[CH:16]=1)[C:2]1[CH:7]=[CH:6][CH:5]=[CH:4][CH:3]=1. The catalyst class is: 17. (6) Reactant: C([O:5][C:6](=O)[NH:7][C:8]1([C:11](=[O:30])[NH:12][C:13]2[CH:18]=[CH:17][C:16]([C:19]3[CH:24]=[CH:23][CH:22]=[CH:21][C:20]=3[S:25]([CH3:28])(=[O:27])=[O:26])=[CH:15][C:14]=2[F:29])[CH2:10][CH2:9]1)(C)(C)C.C(O)(C(F)(F)F)=O.C([N:41]([CH2:44][CH3:45])CC)C.[N+](C1C=CC(OC(=O)NC2[CH:63]=[CH:62][C:61]([Cl:64])=[CH:60]N=2)=CC=1)([O-])=O. Product: [F:29][C:14]1[CH:15]=[C:16]([C:19]2[CH:24]=[CH:23][CH:22]=[CH:21][C:20]=2[S:25]([CH3:28])(=[O:27])=[O:26])[CH:17]=[CH:18][C:13]=1[NH:12][C:11]([C:8]1([NH:7][C:6]([NH:41][C:44]2[CH:45]=[CH:60][C:61]([Cl:64])=[CH:62][CH:63]=2)=[O:5])[CH2:10][CH2:9]1)=[O:30]. The catalyst class is: 91. (7) Reactant: [CH2:1]([N:8]1[CH2:14][C:13]2[N:15]=[CH:16][C:17]([N:19]([CH3:23])[CH:20]([CH3:22])[CH3:21])=[N:18][C:12]=2[O:11][CH2:10][CH2:9]1)[C:2]1[CH:7]=[CH:6][CH:5]=[CH:4][CH:3]=1.[Cl:24]N1C(=O)CCC1=O.C(#N)C. Product: [CH2:1]([N:8]1[CH2:14][C:13]2[N:15]=[C:16]([Cl:24])[C:17]([N:19]([CH3:23])[CH:20]([CH3:21])[CH3:22])=[N:18][C:12]=2[O:11][CH2:10][CH2:9]1)[C:2]1[CH:3]=[CH:4][CH:5]=[CH:6][CH:7]=1. The catalyst class is: 6.